The task is: Predict the product of the given reaction.. This data is from Forward reaction prediction with 1.9M reactions from USPTO patents (1976-2016). (1) Given the reactants [Br:1][C:2]1[CH:7]=[CH:6][C:5]([C:8]2[O:12][N:11]=[C:10]([CH3:13])[C:9]=2[NH:14][CH:15]([CH3:24])[CH2:16][CH2:17][C:18]2[CH:23]=[CH:22][CH:21]=[CH:20][CH:19]=2)=[CH:4][CH:3]=1.I[CH3:26], predict the reaction product. The product is: [Br:1][C:2]1[CH:3]=[CH:4][C:5]([C:8]2[O:12][N:11]=[C:10]([CH3:13])[C:9]=2[N:14]([CH3:26])[CH:15]([CH3:24])[CH2:16][CH2:17][C:18]2[CH:19]=[CH:20][CH:21]=[CH:22][CH:23]=2)=[CH:6][CH:7]=1. (2) Given the reactants Cl[C:2]1[C:3]2[CH:10]=[CH:9][N:8]([S:11]([C:14]3[CH:20]=[CH:19][C:17]([CH3:18])=[CH:16][CH:15]=3)(=[O:13])=[O:12])[C:4]=2[N:5]=[CH:6][N:7]=1.C(=O)([O-])[O-].[K+].[K+].[CH2:27]([N:34]1[CH2:39][CH2:38][CH:37]([CH3:40])[CH:36]([NH:41][CH3:42])[CH2:35]1)[C:28]1[CH:33]=[CH:32][CH:31]=[CH:30][CH:29]=1.C(OCC)(=O)C, predict the reaction product. The product is: [CH2:27]([N:34]1[CH2:39][CH2:38][CH:37]([CH3:40])[CH:36]([N:41]([CH3:42])[C:2]2[C:3]3[CH:10]=[CH:9][N:8]([S:11]([C:14]4[CH:20]=[CH:19][C:17]([CH3:18])=[CH:16][CH:15]=4)(=[O:13])=[O:12])[C:4]=3[N:5]=[CH:6][N:7]=2)[CH2:35]1)[C:28]1[CH:29]=[CH:30][CH:31]=[CH:32][CH:33]=1. (3) The product is: [CH:24]1([N:15]2[CH2:16][CH2:17][C:11]3[CH:10]=[C:9]([C:4]4[CH:5]=[CH:6][C:7](=[O:8])[N:2]([CH3:1])[N:3]=4)[CH:19]=[CH:18][C:12]=3[CH2:13][CH2:14]2)[CH2:27][CH2:26][CH2:25]1. Given the reactants [CH3:1][N:2]1[C:7](=[O:8])[CH:6]=[CH:5][C:4]([C:9]2[CH:19]=[CH:18][C:12]3[CH2:13][CH2:14][NH:15][CH2:16][CH2:17][C:11]=3[CH:10]=2)=[N:3]1.C(O)(=O)C.[C:24]1(=O)[CH2:27][CH2:26][CH2:25]1.C(O[BH-](OC(=O)C)OC(=O)C)(=O)C.[Na+], predict the reaction product. (4) Given the reactants [F:1][C:2]1[CH:3]=[C:4]([CH:7]=[CH:8][C:9]=1[F:10])[CH2:5][NH2:6].[Br:11][CH2:12][CH2:13][CH2:14][CH2:15][C:16]1([C:29](Cl)=[O:30])[C:28]2[CH:27]=[CH:26][CH:25]=[CH:24][C:23]=2[C:22]2[C:17]1=[CH:18][CH:19]=[CH:20][CH:21]=2, predict the reaction product. The product is: [F:1][C:2]1[CH:3]=[C:4]([CH:7]=[CH:8][C:9]=1[F:10])[CH2:5][NH:6][C:29]([C:16]1([CH2:15][CH2:14][CH2:13][CH2:12][Br:11])[C:28]2[CH:27]=[CH:26][CH:25]=[CH:24][C:23]=2[C:22]2[C:17]1=[CH:18][CH:19]=[CH:20][CH:21]=2)=[O:30]. (5) Given the reactants Cl.C(O[C:5]([CH:7]1[CH2:12][CH2:11][N:10]([CH2:13][C:14]2[CH:19]=[CH:18][CH:17]=[CH:16][CH:15]=2)[CH2:9][C:8]1=O)=[O:6])C.Cl.[C:22]([NH2:25])(=[NH:24])[CH3:23].[O-]CC.[Na+], predict the reaction product. The product is: [CH2:13]([N:10]1[CH2:11][CH2:12][C:7]2[C:5](=[O:6])[NH:25][C:22]([CH3:23])=[N:24][C:8]=2[CH2:9]1)[C:14]1[CH:15]=[CH:16][CH:17]=[CH:18][CH:19]=1. (6) Given the reactants Br[C:2]1[C:10]([O:11][CH3:12])=[CH:9][C:8]([O:13][CH3:14])=[C:7]2[C:3]=1[CH2:4][N:5]([CH2:16][C:17]1[CH:22]=[CH:21][C:20]([O:23][C:24]([F:27])([F:26])[F:25])=[CH:19][CH:18]=1)[C:6]2=O.C([SnH](CCCC)CCCC)CCC.[F-].[K+], predict the reaction product. The product is: [CH3:12][O:11][C:10]1[CH:2]=[C:3]2[C:7](=[C:8]([O:13][CH3:14])[CH:9]=1)[CH2:6][N:5]([CH2:16][C:17]1[CH:18]=[CH:19][C:20]([O:23][C:24]([F:26])([F:27])[F:25])=[CH:21][CH:22]=1)[CH2:4]2.